Dataset: NCI-60 drug combinations with 297,098 pairs across 59 cell lines. Task: Regression. Given two drug SMILES strings and cell line genomic features, predict the synergy score measuring deviation from expected non-interaction effect. (1) Drug 1: C1=CC=C(C(=C1)C(C2=CC=C(C=C2)Cl)C(Cl)Cl)Cl. Drug 2: CCN(CC)CCCC(C)NC1=C2C=C(C=CC2=NC3=C1C=CC(=C3)Cl)OC. Cell line: KM12. Synergy scores: CSS=7.59, Synergy_ZIP=0.303, Synergy_Bliss=-1.26, Synergy_Loewe=-10.4, Synergy_HSA=0.0434. (2) Drug 1: COC1=C(C=C2C(=C1)N=CN=C2NC3=CC(=C(C=C3)F)Cl)OCCCN4CCOCC4. Synergy scores: CSS=15.5, Synergy_ZIP=2.12, Synergy_Bliss=-0.349, Synergy_Loewe=-5.18, Synergy_HSA=0.698. Cell line: T-47D. Drug 2: C1CC(=O)NC(=O)C1N2C(=O)C3=CC=CC=C3C2=O. (3) Drug 1: C1=CN(C(=O)N=C1N)C2C(C(C(O2)CO)O)O.Cl. Drug 2: C1CCC(C(C1)N)N.C(=O)(C(=O)[O-])[O-].[Pt+4]. Cell line: U251. Synergy scores: CSS=38.8, Synergy_ZIP=-4.78, Synergy_Bliss=-4.42, Synergy_Loewe=-9.35, Synergy_HSA=0.169. (4) Drug 1: C1CCC(C1)C(CC#N)N2C=C(C=N2)C3=C4C=CNC4=NC=N3. Drug 2: CC1=C(C(=CC=C1)Cl)NC(=O)C2=CN=C(S2)NC3=CC(=NC(=N3)C)N4CCN(CC4)CCO. Cell line: UACC62. Synergy scores: CSS=0.195, Synergy_ZIP=3.72, Synergy_Bliss=1.79, Synergy_Loewe=-11.7, Synergy_HSA=-7.56. (5) Drug 1: CC1=C2C(C(=O)C3(C(CC4C(C3C(C(C2(C)C)(CC1OC(=O)C(C(C5=CC=CC=C5)NC(=O)OC(C)(C)C)O)O)OC(=O)C6=CC=CC=C6)(CO4)OC(=O)C)OC)C)OC. Drug 2: CC12CCC3C(C1CCC2O)C(CC4=C3C=CC(=C4)O)CCCCCCCCCS(=O)CCCC(C(F)(F)F)(F)F. Cell line: HT29. Synergy scores: CSS=76.6, Synergy_ZIP=12.7, Synergy_Bliss=11.7, Synergy_Loewe=4.75, Synergy_HSA=12.8. (6) Drug 1: CCC1(CC2CC(C3=C(CCN(C2)C1)C4=CC=CC=C4N3)(C5=C(C=C6C(=C5)C78CCN9C7C(C=CC9)(C(C(C8N6C)(C(=O)OC)O)OC(=O)C)CC)OC)C(=O)OC)O.OS(=O)(=O)O. Drug 2: CC1CCC2CC(C(=CC=CC=CC(CC(C(=O)C(C(C(=CC(C(=O)CC(OC(=O)C3CCCCN3C(=O)C(=O)C1(O2)O)C(C)CC4CCC(C(C4)OC)O)C)C)O)OC)C)C)C)OC. Cell line: OVCAR3. Synergy scores: CSS=0.759, Synergy_ZIP=1.19, Synergy_Bliss=4.29, Synergy_Loewe=-0.111, Synergy_HSA=0.993. (7) Drug 1: CC12CCC3C(C1CCC2O)C(CC4=C3C=CC(=C4)O)CCCCCCCCCS(=O)CCCC(C(F)(F)F)(F)F. Drug 2: C1CN(P(=O)(OC1)NCCCl)CCCl. Cell line: MALME-3M. Synergy scores: CSS=-3.67, Synergy_ZIP=5.66, Synergy_Bliss=10.0, Synergy_Loewe=1.60, Synergy_HSA=2.24. (8) Cell line: MOLT-4. Drug 2: C(=O)(N)NO. Synergy scores: CSS=34.2, Synergy_ZIP=-1.91, Synergy_Bliss=-4.70, Synergy_Loewe=-4.81, Synergy_HSA=-4.01. Drug 1: CC=C1C(=O)NC(C(=O)OC2CC(=O)NC(C(=O)NC(CSSCCC=C2)C(=O)N1)C(C)C)C(C)C.